Dataset: Forward reaction prediction with 1.9M reactions from USPTO patents (1976-2016). Task: Predict the product of the given reaction. (1) Given the reactants [NH2:1][C:2]1[C:3]2[C:10]([C:11]3[CH:20]=[C:19]4[C:14]([CH:15]=[CH:16][C:17]([C:21]5[CH:26]=[CH:25][CH:24]=[CH:23][CH:22]=5)=[N:18]4)=[CH:13][CH:12]=3)=[CH:9][N:8]([C@H:27]3[CH2:30][C@H:29]([CH2:31][OH:32])[CH2:28]3)[C:4]=2[N:5]=[CH:6][N:7]=1.[O:33](S(C1C=CC(C)=CC=1)(=O)=O)[S:34]([C:37]1[CH:43]=[CH:42][C:40]([CH3:41])=[CH:39][CH:38]=1)(=O)=[O:35], predict the reaction product. The product is: [NH2:1][C:2]1[C:3]2[C:10]([C:11]3[CH:20]=[C:19]4[C:14]([CH:15]=[CH:16][C:17]([C:21]5[CH:26]=[CH:25][CH:24]=[CH:23][CH:22]=5)=[N:18]4)=[CH:13][CH:12]=3)=[CH:9][N:8]([C@H:27]3[CH2:28][C@H:29]([CH2:31][O:32][S:34]([C:37]4[CH:43]=[CH:42][C:40]([CH3:41])=[CH:39][CH:38]=4)(=[O:35])=[O:33])[CH2:30]3)[C:4]=2[N:5]=[CH:6][N:7]=1. (2) Given the reactants [S:1]1[C:5]2[CH:6]=[CH:7][CH:8]=[CH:9][C:4]=2[N:3]=[C:2]1[C:10]1[CH:15]=[CH:14][C:13]([N:16]2[C:29]3[CH:28]=[CH:27][CH:26]=[CH:25][C:24]=3[O:23][C:22]3[C:17]2=[CH:18][CH:19]=[CH:20][CH:21]=3)=[CH:12][C:11]=1[O:30]CC1C=CC=CC=1.C([O-])=O.[NH4+], predict the reaction product. The product is: [S:1]1[C:5]2[CH:6]=[CH:7][CH:8]=[CH:9][C:4]=2[N:3]=[C:2]1[C:10]1[CH:15]=[CH:14][C:13]([N:16]2[C:17]3[CH:18]=[CH:19][CH:20]=[CH:21][C:22]=3[O:23][C:24]3[C:29]2=[CH:28][CH:27]=[CH:26][CH:25]=3)=[CH:12][C:11]=1[OH:30].